From a dataset of Forward reaction prediction with 1.9M reactions from USPTO patents (1976-2016). Predict the product of the given reaction. (1) The product is: [C:19]1([S:29]([C:8]2[CH:16]=[CH:15][CH:14]=[C:13]3[C:9]=2[CH2:10][CH2:11][C:12]3=[O:17])(=[O:32])=[O:30])[CH:20]=[CH:21][CH:26]=[CH:27][CH:28]=1. Given the reactants C1(S[C:8]2[CH:16]=[CH:15][CH:14]=[C:13]3[C:9]=2[CH2:10][CH2:11][C:12]3=[O:17])C=CC=CC=1.Cl[C:19]1[CH:20]=[C:21]([CH:26]=[CH:27][CH:28]=1)C(OO)=O.[S:29]([O-:32])([O-])=[O:30].[Na+].[Na+], predict the reaction product. (2) The product is: [Cl:23][C:24]1[CH:25]=[C:26]([C@@H:27]([OH:29])[CH2:28][NH:1][C:2]([CH3:14])([CH3:13])[CH2:3][C:4]2[CH:5]=[CH:6][C:7]([N+:10]([O-:12])=[O:11])=[CH:8][CH:9]=2)[CH:30]=[CH:31][CH:32]=1. Given the reactants [NH2:1][C:2]([CH3:14])([CH3:13])[CH2:3][C:4]1[CH:9]=[CH:8][C:7]([N+:10]([O-:12])=[O:11])=[CH:6][CH:5]=1.C[Si](C)(C)NC(=O)C.[Cl:23][C:24]1[CH:25]=[C:26]([CH:30]=[CH:31][CH:32]=1)[C@H:27]1[O:29][CH2:28]1.Cl.C(=O)([O-])[O-].[Na+].[Na+], predict the reaction product.